From a dataset of Catalyst prediction with 721,799 reactions and 888 catalyst types from USPTO. Predict which catalyst facilitates the given reaction. (1) Reactant: [C:1]([O:5][C:6](=[O:24])[NH:7][CH:8]1[CH2:13][CH2:12][CH:11]([O:14][C:15]2[C:20]([N+:21]([O-])=O)=[CH:19][CH:18]=[CH:17][N:16]=2)[CH2:10][CH2:9]1)([CH3:4])([CH3:3])[CH3:2]. Product: [C:1]([O:5][C:6](=[O:24])[NH:7][CH:8]1[CH2:9][CH2:10][CH:11]([O:14][C:15]2[C:20]([NH2:21])=[CH:19][CH:18]=[CH:17][N:16]=2)[CH2:12][CH2:13]1)([CH3:4])([CH3:2])[CH3:3]. The catalyst class is: 227. (2) Reactant: [CH:1]1([C:4]2[N:25](S(C3C=CC=CC=3)(=O)=O)[C:7]3[N:8]=[N:9][C:10]([CH2:12][CH2:13][CH2:14][CH2:15][N:16]4[CH:20]=[C:19]([C:21]([O:23]C)=[O:22])[N:18]=[N:17]4)=[CH:11][C:6]=3[C:5]=2[CH3:35])[CH2:3][CH2:2]1.[Li+].[OH-]. Product: [CH:1]1([C:4]2[NH:25][C:7]3[N:8]=[N:9][C:10]([CH2:12][CH2:13][CH2:14][CH2:15][N:16]4[CH:20]=[C:19]([C:21]([OH:23])=[O:22])[N:18]=[N:17]4)=[CH:11][C:6]=3[C:5]=2[CH3:35])[CH2:3][CH2:2]1. The catalyst class is: 20.